This data is from Reaction yield outcomes from USPTO patents with 853,638 reactions. The task is: Predict the reaction yield, written as a fraction of the theoretical maximum amount of product (1.0 means a 100% yield; for example, 0.34 means a 34% yield). (1) The reactants are C1(P(=O)(C2C=CC=CC=2)C2C=CC=CC=2)C=CC=CC=1.FC(F)(F)S(OS(C(F)(F)F)(=O)=O)(=O)=O.[C:36]([O:42][C:43]1[CH:44]=[C:45]2[C:49](=[C:50]([N+:52]([O-:54])=[O:53])[CH:51]=1)[NH:48][C:47]([C:55]([NH:57][CH2:58][CH:59]([S:65]CC1C=CC=CC=1)[CH:60]([O:63][CH3:64])[O:61][CH3:62])=O)=[CH:46]2)(=[O:41])[C:37]([CH3:40])([CH3:39])[CH3:38].C1(SC)C=CC=CC=1.C(=O)([O-])O.[Na+]. The catalyst is ClCCl. The product is [C:36]([O:42][C:43]1[CH:44]=[C:45]2[C:49](=[C:50]([N+:52]([O-:54])=[O:53])[CH:51]=1)[NH:48][C:47]([C:55]1[S:65][CH:59]([CH:60]([O:61][CH3:62])[O:63][CH3:64])[CH2:58][N:57]=1)=[CH:46]2)(=[O:41])[C:37]([CH3:39])([CH3:38])[CH3:40]. The yield is 0.580. (2) The reactants are [N:1]12[CH2:8][CH2:7][CH:4]([CH2:5][CH2:6]1)[CH:3]([O:9][C:10]1[N:11]=[CH:12][C:13]([C:16]3[CH:21]=[CH:20][C:19]([NH:22]C(=O)OCC4C=CC=CC=4)=[CH:18][CH:17]=3)=[N:14][CH:15]=1)[CH2:2]2. The catalyst is C(O)C.[Pd]. The product is [N:1]12[CH2:6][CH2:5][CH:4]([CH2:7][CH2:8]1)[CH:3]([O:9][C:10]1[N:11]=[CH:12][C:13]([C:16]3[CH:21]=[CH:20][C:19]([NH2:22])=[CH:18][CH:17]=3)=[N:14][CH:15]=1)[CH2:2]2. The yield is 0.860. (3) The reactants are [Cl:1][C:2]1[C:7]([C:8](=O)[CH3:9])=[C:6](Cl)[CH:5]=[CH:4][N:3]=1.[NH2:12][NH2:13]. The catalyst is CCOC(C)=O.O. The product is [Cl:1][C:2]1[C:7]2[C:8]([CH3:9])=[N:12][NH:13][C:6]=2[CH:5]=[CH:4][N:3]=1. The yield is 0.640.